Dataset: Forward reaction prediction with 1.9M reactions from USPTO patents (1976-2016). Task: Predict the product of the given reaction. (1) Given the reactants [Mg].[CH:2]1(Br)[CH2:4][CH2:3]1.[Br:6][C:7]1[CH:14]=[CH:13][C:10]([CH:11]=[O:12])=[C:9]([F:15])[CH:8]=1.[Cl-].[NH4+], predict the reaction product. The product is: [Br:6][C:7]1[CH:14]=[CH:13][C:10]([C:11]([CH:2]2[CH2:4][CH2:3]2)=[O:12])=[C:9]([F:15])[CH:8]=1. (2) Given the reactants [CH2:1]([NH:3][C:4]1[C:8]2[CH:9]=[N:10][C:11]([NH:13][C:14]([NH:16][C@@H:17]([C:19]3[CH:24]=[CH:23][CH:22]=[CH:21][CH:20]=3)[CH3:18])=[O:15])=[CH:12][C:7]=2[NH:6][N:5]=1)[CH3:2].CN(C=O)C.C1C(=O)N([Br:37])C(=O)C1, predict the reaction product. The product is: [Br:37][C:12]1[C:7]2[NH:6][N:5]=[C:4]([NH:3][CH2:1][CH3:2])[C:8]=2[CH:9]=[N:10][C:11]=1[NH:13][C:14]([NH:16][C@@H:17]([C:19]1[CH:20]=[CH:21][CH:22]=[CH:23][CH:24]=1)[CH3:18])=[O:15]. (3) Given the reactants [CH:1]1([C:7]2[CH:30]=[CH:29][CH:28]=[C:27]3[C:8]=2[CH:9]=[C:10]2[C:16]4[CH:17]=[C:18]([C:21]([OH:23])=O)[CH:19]=[CH:20][C:15]=4[N:14]4[CH2:24][CH:25]=[N:26][C:13]4=[CH:12][N:11]23)[CH2:6][CH2:5][CH2:4][CH2:3][CH2:2]1.[CH3:31][N:32]([CH3:37])[S:33]([NH2:36])(=[O:35])=[O:34].CCN=C=NCCCN(C)C.Cl, predict the reaction product. The product is: [CH:1]1([C:7]2[CH:30]=[CH:29][CH:28]=[C:27]3[C:8]=2[CH:9]=[C:10]2[C:16]4[CH:17]=[C:18]([C:21]([NH:36][S:33]([N:32]([CH3:37])[CH3:31])(=[O:35])=[O:34])=[O:23])[CH:19]=[CH:20][C:15]=4[N:14]4[CH2:24][CH:25]=[N:26][C:13]4=[CH:12][N:11]23)[CH2:6][CH2:5][CH2:4][CH2:3][CH2:2]1. (4) Given the reactants [CH2:1]1[CH:6]2[CH2:7][C:8]3([NH2:11])[CH2:10][CH:4]([CH2:5]2)[CH2:3][CH:2]1[CH2:9]3.[C:12]1([C:18]2[O:22][N:21]=[C:20]([CH:23]=O)[CH:19]=2)[CH:17]=[CH:16][CH:15]=[CH:14][CH:13]=1, predict the reaction product. The product is: [C:12]1([C:18]2[O:22][N:21]=[C:20]([CH2:23][NH:11][C:8]34[CH2:10][CH:4]5[CH2:5][CH:6]([CH2:1][CH:2]([CH2:3]5)[CH2:9]3)[CH2:7]4)[CH:19]=2)[CH:17]=[CH:16][CH:15]=[CH:14][CH:13]=1. (5) Given the reactants C1C=C(Cl)C=C(C(OO)=[O:9])C=1.[CH2:12]=[C:13]1[CH2:19][N:18]([C:20]2[N:21]([CH3:28])[N:22]=[CH:23][C:24]=2[N+:25]([O-:27])=[O:26])[CH2:17][CH2:16][C@H:15]([NH:29][C:30](=[O:36])[O:31][C:32]([CH3:35])([CH3:34])[CH3:33])[CH2:14]1, predict the reaction product. The product is: [CH3:28][N:21]1[C:20]([N:18]2[CH2:19][C:13]3([CH2:12][O:9]3)[CH2:14][C@@H:15]([NH:29][C:30](=[O:36])[O:31][C:32]([CH3:33])([CH3:35])[CH3:34])[CH2:16][CH2:17]2)=[C:24]([N+:25]([O-:27])=[O:26])[CH:23]=[N:22]1. (6) The product is: [CH3:23][O:24][CH2:25][CH2:26][N:27]([CH2:1][C:3]1[CH:13]=[CH:12][C:6]([CH:7]=[CH:8][C:9]([OH:11])=[O:10])=[CH:5][CH:4]=1)[CH2:42][CH:43]=[CH:44][C:45]1[CH:50]=[CH:49][CH:48]=[CH:47][CH:46]=1. Given the reactants [CH:1]([C:3]1[CH:13]=[CH:12][C:6]([CH:7]=[CH:8][C:9]([OH:11])=[O:10])=[CH:5][CH:4]=1)=O.C(N=C=NC(C)C)(C)C.[CH3:23][O:24][CH2:25][CH2:26][NH2:27].[BH-](OC(C)=O)(OC(C)=O)OC(C)=O.[Na+].[CH:42](=O)/[CH:43]=[CH:44]/[C:45]1[CH:50]=[CH:49][CH:48]=[CH:47][CH:46]=1, predict the reaction product. (7) Given the reactants [F:1][C:2]([F:7])([CH2:5][OH:6])[CH2:3][OH:4].[H-].[Na+].[CH3:10][C:11]([Si:14](Cl)([C:21]1[CH:26]=[CH:25][CH:24]=[CH:23][CH:22]=1)[C:15]1[CH:20]=[CH:19][CH:18]=[CH:17][CH:16]=1)([CH3:13])[CH3:12].O, predict the reaction product. The product is: [Si:14]([O:4][CH2:3][C:2]([F:7])([F:1])[CH2:5][OH:6])([C:11]([CH3:13])([CH3:12])[CH3:10])([C:21]1[CH:22]=[CH:23][CH:24]=[CH:25][CH:26]=1)[C:15]1[CH:20]=[CH:19][CH:18]=[CH:17][CH:16]=1. (8) Given the reactants [Cl:1][C:2]1[CH:3]=[C:4]([CH:19]=[C:20]([Cl:22])[CH:21]=1)[CH2:5][O:6][C:7]1[CH:15]=[CH:14][CH:13]=[C:9]([C:10]([OH:12])=O)[C:8]=1[C:16]([OH:18])=O.Cl.[NH2:24][CH:25]1[CH2:31][CH2:30][C:29](=[O:32])[NH:28][C:26]1=[O:27], predict the reaction product. The product is: [Cl:22][C:20]1[CH:19]=[C:4]([CH:3]=[C:2]([Cl:1])[CH:21]=1)[CH2:5][O:6][C:7]1[CH:15]=[CH:14][CH:13]=[C:9]2[C:8]=1[C:16](=[O:18])[N:24]([CH:25]1[CH2:31][CH2:30][C:29](=[O:32])[NH:28][C:26]1=[O:27])[C:10]2=[O:12]. (9) Given the reactants [NH2:1][C:2]1[C:7]([C:8]([O:10][CH2:11][CH3:12])=[O:9])=[C:6]([CH3:13])[N:5]=[C:4]2[S:14][CH:15]=[CH:16][C:3]=12.[Br:17]Br, predict the reaction product. The product is: [NH2:1][C:2]1[C:7]([C:8]([O:10][CH2:11][CH3:12])=[O:9])=[C:6]([CH3:13])[N:5]=[C:4]2[S:14][C:15]([Br:17])=[CH:16][C:3]=12.